This data is from Forward reaction prediction with 1.9M reactions from USPTO patents (1976-2016). The task is: Predict the product of the given reaction. Given the reactants [Cl:1][C:2]1[CH:12]=[CH:11][C:5](/[C:6](=[N:9]/[H])/[NH:7][OH:8])=[CH:4][CH:3]=1.[O:13]=[C:14]1[C:19]([C:26]2[CH:31]=[CH:30][CH:29]=[CH:28][CH:27]=2)([C:20]2[CH:25]=[CH:24][CH:23]=[CH:22][CH:21]=2)[CH2:18][CH2:17][CH2:16][N:15]1[CH2:32][C:33](O)=O.Cl.C(N=C=NCCCN(C)C)C, predict the reaction product. The product is: [Cl:1][C:2]1[CH:12]=[CH:11][C:5]([C:6]2[N:9]=[C:33]([CH2:32][N:15]3[CH2:16][CH2:17][CH2:18][C:19]([C:26]4[CH:31]=[CH:30][CH:29]=[CH:28][CH:27]=4)([C:20]4[CH:25]=[CH:24][CH:23]=[CH:22][CH:21]=4)[C:14]3=[O:13])[O:8][N:7]=2)=[CH:4][CH:3]=1.